This data is from Forward reaction prediction with 1.9M reactions from USPTO patents (1976-2016). The task is: Predict the product of the given reaction. (1) Given the reactants [CH2:1]([O:3][C:4]([C:6]1[C:11](=[O:12])[NH:10][C:9]2[CH:13]=[CH:14][S:15][C:8]=2[C:7]=1[N:16]1[CH2:21][CH2:20][N:19]([C:22]([C:24]2[S:25][CH:26]=[CH:27][CH:28]=2)=[O:23])[CH2:18][CH2:17]1)=[O:5])[CH3:2].C([O-])([O-])=O.[Cs+].[Cs+].Cl[CH2:36][C:37]([C:39]1[CH:44]=[CH:43][CH:42]=[CH:41][CH:40]=1)=[O:38], predict the reaction product. The product is: [CH2:1]([O:3][C:4]([C:6]1[C:11](=[O:12])[N:10]([CH2:36][C:37](=[O:38])[C:39]2[CH:44]=[CH:43][CH:42]=[CH:41][CH:40]=2)[C:9]2[CH:13]=[CH:14][S:15][C:8]=2[C:7]=1[N:16]1[CH2:21][CH2:20][N:19]([C:22]([C:24]2[S:25][CH:26]=[CH:27][CH:28]=2)=[O:23])[CH2:18][CH2:17]1)=[O:5])[CH3:2]. (2) Given the reactants [CH2:1]([C@H:8]1[N:13]([C:14]([C:16]2[S:17][CH:18]=[CH:19][C:20]=2[C:21]2[CH:26]=[CH:25][CH:24]=[CH:23][C:22]=2[OH:27])=[O:15])[CH2:12][CH2:11][N:10]([C:28]([O:30][C:31]([CH3:34])([CH3:33])[CH3:32])=[O:29])[CH2:9]1)[C:2]1[CH:7]=[CH:6][CH:5]=[CH:4][CH:3]=1.Cl[C:36]1[N:43]=[C:42]([CH3:44])[CH:41]=[C:40]([CH3:45])[C:37]=1[C:38]#[N:39].C([O-])([O-])=O.[K+].[K+], predict the reaction product. The product is: [CH2:1]([C@H:8]1[N:13]([C:14]([C:16]2[S:17][CH:18]=[CH:19][C:20]=2[C:21]2[CH:26]=[CH:25][CH:24]=[CH:23][C:22]=2[O:27][C:36]2[C:37]([C:38]#[N:39])=[C:40]([CH3:45])[CH:41]=[C:42]([CH3:44])[N:43]=2)=[O:15])[CH2:12][CH2:11][N:10]([C:28]([O:30][C:31]([CH3:34])([CH3:33])[CH3:32])=[O:29])[CH2:9]1)[C:2]1[CH:7]=[CH:6][CH:5]=[CH:4][CH:3]=1. (3) The product is: [F:1][C:2]1[CH:22]=[CH:21][CH:20]=[CH:19][C:3]=1[CH2:4][N:5]1[C:9]([C:10]([N:12]=[C:24]=[O:25])=[O:11])=[CH:8][C:7]([C:13]2[N:18]=[CH:17][CH:16]=[CH:15][N:14]=2)=[N:6]1. Given the reactants [F:1][C:2]1[CH:22]=[CH:21][CH:20]=[CH:19][C:3]=1[CH2:4][N:5]1[C:9]([C:10]([NH2:12])=[O:11])=[CH:8][C:7]([C:13]2[N:18]=[CH:17][CH:16]=[CH:15][N:14]=2)=[N:6]1.C(Cl)(=O)[C:24](Cl)=[O:25], predict the reaction product. (4) Given the reactants C(O)(C(F)(F)F)=O.C(OC([N:15]1[CH2:24][CH2:23][C:22]2[C:21]([O:25][C:26]3[CH:27]=[C:28]4[C:32](=[CH:33][CH:34]=3)[N:31]([C:35](=[O:48])[NH:36][C:37]3[CH:42]=[C:41]([C:43]([F:46])([F:45])[F:44])[CH:40]=[CH:39][C:38]=3[F:47])[CH:30]=[CH:29]4)=[N:20][CH:19]=[N:18][C:17]=2[CH2:16]1)=O)(C)(C)C, predict the reaction product. The product is: [F:47][C:38]1[CH:39]=[CH:40][C:41]([C:43]([F:44])([F:45])[F:46])=[CH:42][C:37]=1[NH:36][C:35]([N:31]1[C:32]2[C:28](=[CH:27][C:26]([O:25][C:21]3[C:22]4[CH2:23][CH2:24][NH:15][CH2:16][C:17]=4[N:18]=[CH:19][N:20]=3)=[CH:34][CH:33]=2)[CH:29]=[CH:30]1)=[O:48]. (5) Given the reactants [CH2:1]([O:8][C:9](=[O:17])[NH:10][CH2:11][C@H:12]([OH:16])[CH2:13][CH:14]=C)[C:2]1[CH:7]=[CH:6][CH:5]=[CH:4][CH:3]=1.C[N+]1([O-])CC[O:22]CC1.I([O-])(=O)(=O)=O.[Na+].S([O-])([O-])=O.[Na+].[Na+], predict the reaction product. The product is: [CH2:1]([O:8][C:9](=[O:17])[NH:10][CH2:11][C@H:12]([OH:16])[CH2:13][CH:14]=[O:22])[C:2]1[CH:7]=[CH:6][CH:5]=[CH:4][CH:3]=1.